Dataset: NCI-60 drug combinations with 297,098 pairs across 59 cell lines. Task: Regression. Given two drug SMILES strings and cell line genomic features, predict the synergy score measuring deviation from expected non-interaction effect. (1) Drug 1: CC(C1=C(C=CC(=C1Cl)F)Cl)OC2=C(N=CC(=C2)C3=CN(N=C3)C4CCNCC4)N. Drug 2: C1=CN(C(=O)N=C1N)C2C(C(C(O2)CO)O)O.Cl. Cell line: CAKI-1. Synergy scores: CSS=47.3, Synergy_ZIP=-6.23, Synergy_Bliss=-6.70, Synergy_Loewe=-16.8, Synergy_HSA=-2.13. (2) Drug 1: CC1=C(C(=CC=C1)Cl)NC(=O)C2=CN=C(S2)NC3=CC(=NC(=N3)C)N4CCN(CC4)CCO. Drug 2: CC1C(C(CC(O1)OC2CC(OC(C2O)C)OC3=CC4=CC5=C(C(=O)C(C(C5)C(C(=O)C(C(C)O)O)OC)OC6CC(C(C(O6)C)O)OC7CC(C(C(O7)C)O)OC8CC(C(C(O8)C)O)(C)O)C(=C4C(=C3C)O)O)O)O. Cell line: SK-MEL-2. Synergy scores: CSS=26.2, Synergy_ZIP=4.21, Synergy_Bliss=9.99, Synergy_Loewe=-2.54, Synergy_HSA=4.94. (3) Drug 1: C1=CC(=CC=C1CC(C(=O)O)N)N(CCCl)CCCl.Cl. Drug 2: COC1=NC(=NC2=C1N=CN2C3C(C(C(O3)CO)O)O)N. Cell line: NCI-H522. Synergy scores: CSS=14.5, Synergy_ZIP=-1.76, Synergy_Bliss=0.651, Synergy_Loewe=1.90, Synergy_HSA=1.93. (4) Drug 1: CC1=CC=C(C=C1)C2=CC(=NN2C3=CC=C(C=C3)S(=O)(=O)N)C(F)(F)F. Drug 2: CCC1=C2CN3C(=CC4=C(C3=O)COC(=O)C4(CC)O)C2=NC5=C1C=C(C=C5)O. Cell line: KM12. Synergy scores: CSS=14.0, Synergy_ZIP=-5.29, Synergy_Bliss=-0.368, Synergy_Loewe=-30.1, Synergy_HSA=-4.63. (5) Drug 1: CC1=CC=C(C=C1)C2=CC(=NN2C3=CC=C(C=C3)S(=O)(=O)N)C(F)(F)F. Drug 2: CC1C(C(CC(O1)OC2CC(CC3=C2C(=C4C(=C3O)C(=O)C5=C(C4=O)C(=CC=C5)OC)O)(C(=O)CO)O)N)O.Cl. Cell line: M14. Synergy scores: CSS=37.5, Synergy_ZIP=-1.16, Synergy_Bliss=0.943, Synergy_Loewe=-11.0, Synergy_HSA=0.683. (6) Drug 1: CCC1(CC2CC(C3=C(CCN(C2)C1)C4=CC=CC=C4N3)(C5=C(C=C6C(=C5)C78CCN9C7C(C=CC9)(C(C(C8N6C=O)(C(=O)OC)O)OC(=O)C)CC)OC)C(=O)OC)O.OS(=O)(=O)O. Drug 2: CS(=O)(=O)OCCCCOS(=O)(=O)C. Cell line: MCF7. Synergy scores: CSS=-1.33, Synergy_ZIP=1.90, Synergy_Bliss=1.60, Synergy_Loewe=-1.15, Synergy_HSA=-1.55.